The task is: Predict the reactants needed to synthesize the given product.. This data is from Full USPTO retrosynthesis dataset with 1.9M reactions from patents (1976-2016). Given the product [CH2:28]([C:30]1[CH:35]=[CH:34][CH:33]=[CH:32][C:31]=1[NH:36][C:37]([NH:39][C:2]([NH:1][CH2:4][CH2:5][C:6]1[CH:11]=[CH:10][CH:9]=[C:8]([C:12]2[N:16]=[CH:15][N:14]([C:17]3[CH:22]=[CH:21][C:20]([O:23][C:24]([F:26])([F:25])[F:27])=[CH:19][CH:18]=3)[N:13]=2)[CH:7]=1)=[O:3])=[S:38])[CH3:29], predict the reactants needed to synthesize it. The reactants are: [N:1]([CH2:4][CH2:5][C:6]1[CH:7]=[C:8]([C:12]2[N:16]=[CH:15][N:14]([C:17]3[CH:22]=[CH:21][C:20]([O:23][C:24]([F:27])([F:26])[F:25])=[CH:19][CH:18]=3)[N:13]=2)[CH:9]=[CH:10][CH:11]=1)=[C:2]=[O:3].[CH2:28]([C:30]1[CH:35]=[CH:34][CH:33]=[CH:32][C:31]=1[NH:36][C:37]([NH2:39])=[S:38])[CH3:29].